Dataset: Reaction yield outcomes from USPTO patents with 853,638 reactions. Task: Predict the reaction yield, written as a fraction of the theoretical maximum amount of product (1.0 means a 100% yield; for example, 0.34 means a 34% yield). (1) The reactants are C1(CN(C)C2C=C(O)C(=O)NN=2)CC1.C([O:22][C:23]1[CH:24]=[C:25]([N:37]([CH2:39][CH:40]2[CH2:45][CH2:44][CH2:43][CH2:42][CH2:41]2)[CH3:38])[N:26]=[N:27][C:28]=1[O:29]CC1C=CC=CC=1)C1C=CC=CC=1. No catalyst specified. The product is [CH:40]1([CH2:39][N:37]([CH3:38])[C:25]2[CH:24]=[C:23]([OH:22])[C:28](=[O:29])[NH:27][N:26]=2)[CH2:41][CH2:42][CH2:43][CH2:44][CH2:45]1. The yield is 0.260. (2) The reactants are [F:1][C:2]1[CH:3]=[C:4](I)[C:5]([NH2:8])=[N:6][CH:7]=1.C[Si]([C:14]#[CH:15])(C)C.C(N(CC)C(C)C)(C)C. The catalyst is [Cu]I.C1C=CC([P]([Pd]([P](C2C=CC=CC=2)(C2C=CC=CC=2)C2C=CC=CC=2)([P](C2C=CC=CC=2)(C2C=CC=CC=2)C2C=CC=CC=2)[P](C2C=CC=CC=2)(C2C=CC=CC=2)C2C=CC=CC=2)(C2C=CC=CC=2)C2C=CC=CC=2)=CC=1.CN1CCCC1=O. The product is [C:14]([C:4]1[C:5]([NH2:8])=[N:6][CH:7]=[C:2]([F:1])[CH:3]=1)#[CH:15]. The yield is 0.300. (3) The catalyst is O.C(N(CC)CC)C.CN(C)C=O. The yield is 0.800. The reactants are C(Cl)(=O)C(C)(C)C.[N:8]1[CH:13]=[CH:12][CH:11]=[C:10](/[CH:14]=[CH:15]/[C:16]([OH:18])=O)[CH:9]=1.[CH3:19][NH:20][CH2:21][CH:22]([OH:32])[C:23]1[CH:28]=[CH:27][C:26]([OH:29])=[C:25]([O:30][CH3:31])[CH:24]=1.Cl. The product is [OH:32][CH:22]([C:23]1[CH:28]=[CH:27][C:26]([OH:29])=[C:25]([O:30][CH3:31])[CH:24]=1)[CH2:21][N:20]([CH3:19])[C:16](=[O:18])/[CH:15]=[CH:14]/[C:10]1[CH:9]=[N:8][CH:13]=[CH:12][CH:11]=1. (4) The reactants are [Cl:1][C:2]1[CH:7]=[CH:6][C:5]([NH2:8])=[CH:4][C:3]=1[C:9]1[S:10][C:11]2[CH:17]=[CH:16][C:15]([C:18]([F:21])([F:20])[F:19])=[CH:14][C:12]=2[N:13]=1.[C:22](O)(=[O:25])[CH2:23][CH3:24].Cl.CN(C)CCCN=C=NCC. The catalyst is C(Cl)(Cl)Cl.CN(C)C1C=CN=CC=1. The product is [Cl:1][C:2]1[CH:7]=[CH:6][C:5]([NH:8][C:22](=[O:25])[CH2:23][CH3:24])=[CH:4][C:3]=1[C:9]1[S:10][C:11]2[CH:17]=[CH:16][C:15]([C:18]([F:19])([F:21])[F:20])=[CH:14][C:12]=2[N:13]=1. The yield is 0.550. (5) The reactants are [CH2:1]([O:8][C:9]1[C:10](F)=[C:11]([F:33])[C:12]([NH:25][C:26]2[CH:31]=[CH:30][CH:29]=[CH:28][C:27]=2[Cl:32])=[C:13]([CH:24]=1)[C:14]([O:16][CH2:17][C:18]1[CH:23]=[CH:22][CH:21]=[CH:20][CH:19]=1)=[O:15])[C:2]1[CH:7]=[CH:6][CH:5]=[CH:4][CH:3]=1.[N-:35]=[N+:36]=[N-:37].[Na+].O. The catalyst is CN(C=O)C. The product is [N:35]([C:10]1[C:9]([O:8][CH2:1][C:2]2[CH:7]=[CH:6][CH:5]=[CH:4][CH:3]=2)=[CH:24][C:13]([C:14]([O:16][CH2:17][C:18]2[CH:23]=[CH:22][CH:21]=[CH:20][CH:19]=2)=[O:15])=[C:12]([NH:25][C:26]2[CH:31]=[CH:30][CH:29]=[CH:28][C:27]=2[Cl:32])[C:11]=1[F:33])=[N+:36]=[N-:37]. The yield is 0.788. (6) The reactants are [F:1][C:2]1[CH:7]=[CH:6][CH:5]=[CH:4][C:3]=1[N:8]1[C:16](=[O:17])[C:15]2[C@@H:14]3[C:18]([CH3:20])([CH3:19])[C@@:11]([CH3:21])([CH2:12][CH2:13]3)[C:10]=2[NH:9]1.I[CH2:23][CH2:24][CH3:25]. The catalyst is CN(C)C=O.C(=O)(O)[O-].[Na+]. The product is [F:1][C:2]1[CH:7]=[CH:6][CH:5]=[CH:4][C:3]=1[N:8]1[C:16](=[O:17])[C:15]2[C@@H:14]3[C:18]([CH3:20])([CH3:19])[C@@:11]([CH3:21])([CH2:12][CH2:13]3)[C:10]=2[N:9]1[CH2:23][CH2:24][CH3:25]. The yield is 0.350. (7) The reactants are [Br:1]N1C(=O)CCC1=O.[C:9]([O:13][C:14]([N:16]1[CH2:25][C:24]2[N:20]([CH:21]=[N:22][N:23]=2)[C:19]2[CH:26]=[CH:27][C:28]([Cl:30])=[CH:29][C:18]=2[CH2:17]1)=[O:15])([CH3:12])([CH3:11])[CH3:10]. The catalyst is O1CCCC1. The product is [C:9]([O:13][C:14]([N:16]1[CH2:25][C:24]2[N:20]([C:21]([Br:1])=[N:22][N:23]=2)[C:19]2[CH:26]=[CH:27][C:28]([Cl:30])=[CH:29][C:18]=2[CH2:17]1)=[O:15])([CH3:12])([CH3:10])[CH3:11]. The yield is 0.850.